The task is: Predict the product of the given reaction.. This data is from Forward reaction prediction with 1.9M reactions from USPTO patents (1976-2016). Given the reactants [NH2:1][CH2:2][CH2:3][CH2:4][C:5]1[CH:6]=[C:7]([S:11]([NH:14][CH:15]([CH2:19][CH2:20][CH3:21])[CH2:16][CH2:17][CH3:18])(=[O:13])=[O:12])[CH:8]=[CH:9][CH:10]=1.[CH3:22][C:23]([O:26][C:27](O[C:27]([O:26][C:23]([CH3:25])([CH3:24])[CH3:22])=[O:28])=[O:28])([CH3:25])[CH3:24], predict the reaction product. The product is: [CH3:21][CH2:20][CH2:19][CH:15]([NH:14][S:11]([C:7]1[CH:6]=[C:5]([CH2:4][CH2:3][CH2:2][NH:1][C:27](=[O:28])[O:26][C:23]([CH3:25])([CH3:24])[CH3:22])[CH:10]=[CH:9][CH:8]=1)(=[O:13])=[O:12])[CH2:16][CH2:17][CH3:18].